Predict the product of the given reaction. From a dataset of Forward reaction prediction with 1.9M reactions from USPTO patents (1976-2016). (1) Given the reactants [C:1]1([C@@H:7]([NH:10][C:11]([C:13]2[C:22]3[C:17](=[CH:18][CH:19]=[CH:20][CH:21]=3)[C:16](=[O:23])[N:15]([C:24]3[CH:29]=[CH:28][CH:27]=[CH:26][CH:25]=3)[C:14]=2[CH2:30]Br)=[O:12])[CH2:8][CH3:9])[CH:6]=[CH:5][CH:4]=[CH:3][CH:2]=1.[C-:32]#[N:33].[Na+].O.CCCCCCC, predict the reaction product. The product is: [C:1]1([C@@H:7]([NH:10][C:11]([C:13]2[C:22]3[C:17](=[CH:18][CH:19]=[CH:20][CH:21]=3)[C:16](=[O:23])[N:15]([C:24]3[CH:29]=[CH:28][CH:27]=[CH:26][CH:25]=3)[C:14]=2[CH2:30][C:32]#[N:33])=[O:12])[CH2:8][CH3:9])[CH:6]=[CH:5][CH:4]=[CH:3][CH:2]=1. (2) Given the reactants C(OC(=O)[NH:7][CH2:8][CH2:9][CH2:10][CH2:11][CH2:12][CH2:13][C:14]1[C:15]([CH3:43])=[C:16]2[C:21](=[C:22]([CH3:25])[C:23]=1[CH3:24])[O:20][C:19]([CH2:27][O:28][C:29]1[CH:34]=[CH:33][C:32]([CH:35]=[C:36]3[S:40][C:39](=[O:41])[NH:38][C:37]3=[O:42])=[CH:31][CH:30]=1)([CH3:26])[CH2:18][CH2:17]2)(C)(C)C.[F:45][C:46]([F:51])([F:50])[C:47]([OH:49])=[O:48].O, predict the reaction product. The product is: [F:45][C:46]([F:51])([F:50])[C:47]([OH:49])=[O:48].[NH2:7][CH2:8][CH2:9][CH2:10][CH2:11][CH2:12][CH2:13][C:14]1[C:15]([CH3:43])=[C:16]2[C:21](=[C:22]([CH3:25])[C:23]=1[CH3:24])[O:20][C:19]([CH2:27][O:28][C:29]1[CH:34]=[CH:33][C:32]([CH:35]=[C:36]3[S:40][C:39](=[O:41])[NH:38][C:37]3=[O:42])=[CH:31][CH:30]=1)([CH3:26])[CH2:18][CH2:17]2. (3) Given the reactants F[C:2]1[CH:7]=[CH:6][C:5]([N+:8]([O-:10])=[O:9])=[CH:4][CH:3]=1.[C:11]1([CH:17]2[CH2:22][CH2:21][NH:20][CH2:19][CH2:18]2)[CH:16]=[CH:15][CH:14]=[CH:13][CH:12]=1.C(=O)([O-])[O-].[K+].[K+].[Al], predict the reaction product. The product is: [N+:8]([C:5]1[CH:6]=[CH:7][C:2]([N:20]2[CH2:21][CH2:22][CH:17]([C:11]3[CH:16]=[CH:15][CH:14]=[CH:13][CH:12]=3)[CH2:18][CH2:19]2)=[CH:3][CH:4]=1)([O-:10])=[O:9]. (4) Given the reactants [N+:1]([C:4]1[C:5]([NH2:24])=[CH:6][C:7]([Cl:23])=[C:8]([CH:22]=1)[C:9]([NH:11][C@H:12]1[CH2:17][CH2:16][C@H:15]([C:18]([F:21])([F:20])[F:19])[CH2:14][CH2:13]1)=[O:10])([O-])=O, predict the reaction product. The product is: [NH2:24][C:5]1[C:4]([NH2:1])=[CH:22][C:8]([C:9]([NH:11][C@H:12]2[CH2:13][CH2:14][C@H:15]([C:18]([F:19])([F:20])[F:21])[CH2:16][CH2:17]2)=[O:10])=[C:7]([Cl:23])[CH:6]=1. (5) Given the reactants [CH3:1][N:2]([C:4]([NH:6][C:7]([NH2:9])=[NH:8])=[NH:5])[CH3:3].[C:10]([OH:15])(=[O:14])[CH2:11][CH2:12][CH3:13], predict the reaction product. The product is: [CH3:1][N:2]([C:4]([NH:6][C:7]([NH2:9])=[NH:8])=[NH:5])[CH3:3].[C:10]([O-:15])(=[O:14])[CH2:11][CH2:12][CH3:13].